This data is from Catalyst prediction with 721,799 reactions and 888 catalyst types from USPTO. The task is: Predict which catalyst facilitates the given reaction. (1) Reactant: [CH2:1]([C:3]1[CH2:26][CH:25]([C:27]2[CH:28]=[N:29][CH:30]=[CH:31][CH:32]=2)[O:24][C:5]2([CH2:10][CH2:9][N:8]([C:11]([C:13]3[CH:18]=[CH:17][C:16]([O:19][CH:20]([CH3:22])[CH3:21])=[C:15]([CH3:23])[CH:14]=3)=[O:12])[CH2:7][CH2:6]2)[CH:4]=1)[CH3:2]. Product: [CH2:1]([C@H:3]1[CH2:4][C:5]2([CH2:10][CH2:9][N:8]([C:11]([C:13]3[CH:18]=[CH:17][C:16]([O:19][CH:20]([CH3:22])[CH3:21])=[C:15]([CH3:23])[CH:14]=3)=[O:12])[CH2:7][CH2:6]2)[O:24][C@@H:25]([C:27]2[CH:28]=[N:29][CH:30]=[CH:31][CH:32]=2)[CH2:26]1)[CH3:2]. The catalyst class is: 50. (2) Reactant: Cl[C:2]1[N:3]=[C:4]([NH:27][CH:28]2[CH2:30][CH2:29]2)[C:5]2[C:10]([C:11]3[CH:16]=[CH:15][N:14]=[CH:13][CH:12]=3)=[CH:9][N:8](S(C3C=CC(C)=CC=3)(=O)=O)[C:6]=2[N:7]=1.[NH2:31][C:32]1[CH:33]=[C:34]2[C:39](=[CH:40][CH:41]=1)[NH:38][C:37](=[O:42])[CH2:36][CH2:35]2.C[Si](Cl)(C)C. Product: [CH:28]1([NH:27][C:4]2[C:5]3[C:10]([C:11]4[CH:16]=[CH:15][N:14]=[CH:13][CH:12]=4)=[CH:9][NH:8][C:6]=3[N:7]=[C:2]([NH:31][C:32]3[CH:33]=[C:34]4[C:39](=[CH:40][CH:41]=3)[NH:38][C:37](=[O:42])[CH2:36][CH2:35]4)[N:3]=2)[CH2:30][CH2:29]1. The catalyst class is: 51. (3) Reactant: [Br:1][C:2]1[CH:3]=[C:4]2[C:8](=[CH:9][C:10]=1[CH3:11])[NH:7][N:6]=[CH:5]2.C1(C(N)C2CCCCC2)CCCCC1.[CH3:26][Si:27]([CH2:30][CH2:31][O:32][CH2:33]Cl)([CH3:29])[CH3:28].[OH-].[Na+]. Product: [Br:1][C:2]1[C:10]([CH3:11])=[CH:9][C:8]2[C:4](=[CH:5][N:6]([CH2:33][O:32][CH2:31][CH2:30][Si:27]([CH3:29])([CH3:28])[CH3:26])[N:7]=2)[CH:3]=1. The catalyst class is: 49. (4) Reactant: Br[C:2]1[CH:3]=[C:4]([S:8]([N:11]2[CH:15]=[CH:14][C:13](/[CH:16]=[CH:17]/[C:18]([NH:20][O:21][CH:22]3[CH2:27][CH2:26][CH2:25][CH2:24][O:23]3)=[O:19])=[CH:12]2)(=[O:10])=[O:9])[CH:5]=[CH:6][CH:7]=1.CC1(C)C(C)(C)OB([C:36]2[CH:51]=[CH:50][C:39]([O:40][CH2:41][CH2:42][CH2:43][N:44]3[CH2:49][CH2:48][O:47][CH2:46][CH2:45]3)=[CH:38][CH:37]=2)O1.C([O-])([O-])=O.[Na+].[Na+]. Product: [N:44]1([CH2:43][CH2:42][CH2:41][O:40][C:39]2[CH:50]=[CH:51][C:36]([C:2]3[CH:7]=[CH:6][CH:5]=[C:4]([S:8]([N:11]4[CH:15]=[CH:14][C:13](/[CH:16]=[CH:17]/[C:18]([NH:20][O:21][CH:22]5[CH2:27][CH2:26][CH2:25][CH2:24][O:23]5)=[O:19])=[CH:12]4)(=[O:10])=[O:9])[CH:3]=3)=[CH:37][CH:38]=2)[CH2:49][CH2:48][O:47][CH2:46][CH2:45]1. The catalyst class is: 57. (5) Reactant: [Si:1]([O:8][CH2:9][CH2:10][CH:11]1[N:16](S(C2C=CC=CC=2[N+]([O-])=O)(=O)=O)[CH2:15][CH2:14][N:13]([CH:29]([CH2:34][C:35]2[CH:44]=[CH:43][C:42]3[C:37](=[CH:38][CH:39]=[CH:40][CH:41]=3)[CH:36]=2)[C:30]([NH:32][CH3:33])=[O:31])[C:12]1=[O:45])([C:4]([CH3:7])([CH3:6])[CH3:5])([CH3:3])[CH3:2].FC(F)(F)C(O)=O. Product: [Si:1]([O:8][CH2:9][CH2:10][CH:11]1[NH:16][CH2:15][CH2:14][N:13]([CH:29]([CH2:34][C:35]2[CH:44]=[CH:43][C:42]3[C:37](=[CH:38][CH:39]=[CH:40][CH:41]=3)[CH:36]=2)[C:30]([NH:32][CH3:33])=[O:31])[C:12]1=[O:45])([C:4]([CH3:7])([CH3:5])[CH3:6])([CH3:2])[CH3:3]. The catalyst class is: 4. (6) Reactant: C[O:2][C:3]([C:5]1[N:10]2[N:11]=[C:12]([NH:14][C:15]([NH:17][CH2:18][CH3:19])=[O:16])[N:13]=[C:9]2[CH:8]=[C:7]([C:20]2[CH:21]=[N:22][CH:23]=[CH:24][CH:25]=2)[CH:6]=1)=O.[CH3:26][NH2:27]. Product: [CH3:26][NH:27][C:3]([C:5]1[N:10]2[N:11]=[C:12]([NH:14][C:15]([NH:17][CH2:18][CH3:19])=[O:16])[N:13]=[C:9]2[CH:8]=[C:7]([C:20]2[CH:21]=[N:22][CH:23]=[CH:24][CH:25]=2)[CH:6]=1)=[O:2]. The catalyst class is: 14. (7) Reactant: [Li].[C:2]([C:4]1[C:9]([CH2:10][C:11]([OH:13])=[O:12])=[C:8]([F:14])[C:7]([NH:15][CH2:16][C:17]([F:25])([F:24])[C:18]2[CH:23]=[CH:22][CH:21]=[CH:20][N:19]=2)=[CH:6][CH:5]=1)#[N:3].[F:26][C:27]1[C:32](O)=[C:31]([F:34])[C:30]([F:35])=[C:29]([F:36])[C:28]=1[F:37].Cl.N1C=CC=CC=1.CN(C1C=CC=CN=1)C.C(N=C=NC(C)C)(C)C. Product: [F:26][C:27]1[C:32]([O:12][C:11](=[O:13])[CH2:10][C:9]2[C:4]([C:2]#[N:3])=[CH:5][CH:6]=[C:7]([NH:15][CH2:16][C:17]([F:25])([F:24])[C:18]3[CH:23]=[CH:22][CH:21]=[CH:20][N:19]=3)[C:8]=2[F:14])=[C:31]([F:34])[C:30]([F:35])=[C:29]([F:36])[C:28]=1[F:37]. The catalyst class is: 454.